Dataset: CYP3A4 inhibition data for predicting drug metabolism from PubChem BioAssay. Task: Regression/Classification. Given a drug SMILES string, predict its absorption, distribution, metabolism, or excretion properties. Task type varies by dataset: regression for continuous measurements (e.g., permeability, clearance, half-life) or binary classification for categorical outcomes (e.g., BBB penetration, CYP inhibition). Dataset: cyp3a4_veith. (1) The molecule is O=C(O)[C@@H]1[C@H]2C(=O)C=C[C@H]([C@@H]1C(=O)O)N2Cc1ccccc1. The result is 0 (non-inhibitor). (2) The drug is COc1ccc(CCCO[C@@H](Cn2ccnc2)c2ccc(OC)cc2)cc1. The result is 1 (inhibitor).